Dataset: Full USPTO retrosynthesis dataset with 1.9M reactions from patents (1976-2016). Task: Predict the reactants needed to synthesize the given product. (1) The reactants are: CN(C)[CH:3]=[O:4].ClCCl.[NH:9]1[CH:13]=[C:12]([CH2:14][CH2:15][CH2:16][N:17]([CH3:19])[CH3:18])[C:11]2[CH2:20][CH2:21][CH2:22][CH2:23][CH2:24][C:10]1=2.P(Cl)(Cl)(Cl)=O. Given the product [CH3:18][N:17]([CH3:19])[CH2:16][CH2:15][CH2:14][C:12]1[C:11]2[CH2:20][CH2:21][CH2:22][CH2:23][CH2:24][C:10]=2[NH:9][C:13]=1[CH:3]=[O:4], predict the reactants needed to synthesize it. (2) The reactants are: Cl.Cl.[O:3]1[CH2:7][CH2:6][C@H:5]([C@:8]2([C:14]([N:16]3[CH2:21][CH2:20][N:19]([C:22]4[CH:27]=[C:26]([C:28]([F:31])([F:30])[F:29])[CH:25]=[CH:24][N:23]=4)[CH2:18][CH2:17]3)=[O:15])[CH2:12][CH2:11][C@@H:10]([NH2:13])[CH2:9]2)[CH2:4]1.[CH3:32][CH:33]1[C:38](=O)[CH2:37][CH2:36][O:35][CH2:34]1.C(N(CC)CC)C.C(O[BH-](OC(=O)C)OC(=O)C)(=O)C.[Na+]. Given the product [CH3:32][CH:33]1[C@H:38]([NH:13][C@@H:10]2[CH2:11][CH2:12][C@:8]([C@H:5]3[CH2:6][CH2:7][O:3][CH2:4]3)([C:14]([N:16]3[CH2:17][CH2:18][N:19]([C:22]4[CH:27]=[C:26]([C:28]([F:29])([F:31])[F:30])[CH:25]=[CH:24][N:23]=4)[CH2:20][CH2:21]3)=[O:15])[CH2:9]2)[CH2:37][CH2:36][O:35][CH2:34]1, predict the reactants needed to synthesize it. (3) Given the product [CH:34]1([C:37]2[C:38]([CH2:51][N:52]3[CH2:53][CH2:54][C:55]([C:61]4[CH:66]=[CH:65][C:64]([F:67])=[CH:63][CH:62]=4)([CH2:58][O:59][CH3:60])[CH2:56][CH2:57]3)=[CH:39][C:40]([F:50])=[C:41]([CH:49]=2)[C:42]([OH:44])=[O:43])[CH2:36][CH2:35]1, predict the reactants needed to synthesize it. The reactants are: C1(C2C(CN3CCC(CF)(C4C=CC(F)=CC=4)CC3)=CC(F)=C(C=2)C(OC(C)(C)C)=O)CC1.[CH:34]1([C:37]2[C:38]([CH2:51][N:52]3[CH2:57][CH2:56][C:55]([C:61]4[CH:66]=[CH:65][C:64]([F:67])=[CH:63][CH:62]=4)([CH2:58][O:59][CH3:60])[CH2:54][CH2:53]3)=[CH:39][C:40]([F:50])=[C:41]([CH:49]=2)[C:42]([O:44]C(C)(C)C)=[O:43])[CH2:36][CH2:35]1. (4) The reactants are: C(OC(=O)[NH:7][CH:8]1[CH2:13][CH2:12][N:11]([CH2:14][CH2:15][C:16]2[CH:21]=[CH:20][C:19]([O:22][C:23]3[S:24][C:25]4[CH:31]=[CH:30][CH:29]=[CH:28][C:26]=4[N:27]=3)=[CH:18][CH:17]=2)[CH2:10][CH2:9]1)(C)(C)C.C(N(CC)CC)C.[CH3:40][S:41]([Cl:44])(=[O:43])=[O:42]. Given the product [ClH:44].[S:24]1[C:25]2[CH:31]=[CH:30][CH:29]=[CH:28][C:26]=2[N:27]=[C:23]1[O:22][C:19]1[CH:18]=[CH:17][C:16]([CH2:15][CH2:14][N:11]2[CH2:10][CH2:9][CH:8]([NH2:7])[CH2:13][CH2:12]2)=[CH:21][CH:20]=1.[S:24]1[C:25]2[CH:31]=[CH:30][CH:29]=[CH:28][C:26]=2[N:27]=[C:23]1[O:22][C:19]1[CH:20]=[CH:21][C:16]([CH2:15][CH2:14][N:11]2[CH2:12][CH2:13][CH:8]([NH:7][S:41]([CH3:40])(=[O:43])=[O:42])[CH2:9][CH2:10]2)=[CH:17][CH:18]=1, predict the reactants needed to synthesize it. (5) The reactants are: CC[O:3][C:4]([C:6]1(CC)[CH2:11][N:10]([C:12]([O:14][C:15]([CH3:18])([CH3:17])[CH3:16])=[O:13])[C:9]2[CH:19]=[C:20]([Cl:23])[CH:21]=[CH:22][C:8]=2[O:7]1)=[O:5].[OH-].[Li+]. Given the product [C:15]([O:14][C:12]([N:10]1[C:9]2[CH:19]=[C:20]([Cl:23])[CH:21]=[CH:22][C:8]=2[O:7][CH:6]([C:4]([OH:5])=[O:3])[CH2:11]1)=[O:13])([CH3:18])([CH3:16])[CH3:17], predict the reactants needed to synthesize it. (6) The reactants are: C[Li].[CH3:3][N:4]([CH3:14])[S:5]([N:8]1[CH:12]=[C:11](Br)[CH:10]=[N:9]1)(=[O:7])=[O:6].[B:15](OCC)([O:19]CC)[O:16]CC. Given the product [CH3:3][N:4]([CH3:14])[S:5]([N:8]1[CH:12]=[C:11]([B:15]([OH:19])[OH:16])[CH:10]=[N:9]1)(=[O:7])=[O:6], predict the reactants needed to synthesize it. (7) Given the product [Cl:1][C:2]1[CH:10]=[CH:9][C:8]([N:14]2[CH:18]=[CH:17][N:16]=[CH:15]2)=[CH:7][C:3]=1[C:4]([NH2:6])=[O:5], predict the reactants needed to synthesize it. The reactants are: [Cl:1][C:2]1[CH:10]=[CH:9][C:8](B(O)O)=[CH:7][C:3]=1[C:4]([NH2:6])=[O:5].[NH:14]1[CH:18]=[CH:17][N:16]=[CH:15]1.